Dataset: Full USPTO retrosynthesis dataset with 1.9M reactions from patents (1976-2016). Task: Predict the reactants needed to synthesize the given product. (1) The reactants are: I[C:2]1[C:10]2[C:5](=[N:6][CH:7]=[C:8]([C:11]([F:14])([F:13])[F:12])[CH:9]=2)[N:4]([C:15]2[CH:20]=[CH:19][CH:18]=[CH:17][CH:16]=2)[C:3]=1[C:21]1[N:26]=[CH:25][C:24]([S:27]([NH:30][C@@H:31]([CH3:36])[C:32]([F:35])([F:34])[F:33])(=[O:29])=[O:28])=[CH:23][CH:22]=1.[C:37]([Cu])#[N:38]. Given the product [C:37]([C:2]1[C:10]2[C:5](=[N:6][CH:7]=[C:8]([C:11]([F:14])([F:13])[F:12])[CH:9]=2)[N:4]([C:15]2[CH:20]=[CH:19][CH:18]=[CH:17][CH:16]=2)[C:3]=1[C:21]1[N:26]=[CH:25][C:24]([S:27]([NH:30][C@@H:31]([CH3:36])[C:32]([F:35])([F:34])[F:33])(=[O:29])=[O:28])=[CH:23][CH:22]=1)#[N:38], predict the reactants needed to synthesize it. (2) Given the product [O:87]1[CH2:88][CH2:89][N:84]([C:2]2[CH:3]=[C:4]([F:24])[C:5]3[N:6]([C:17]([O:19][C:20]([CH3:21])([CH3:23])[CH3:22])=[O:18])[C:7]4[C:12]([S:13][C:14]=3[CH:15]=2)=[CH:11][C:10]([Br:16])=[CH:9][CH:8]=4)[CH2:85][CH2:86]1, predict the reactants needed to synthesize it. The reactants are: Br[C:2]1[CH:3]=[C:4]([F:24])[C:5]2[N:6]([C:17]([O:19][C:20]([CH3:23])([CH3:22])[CH3:21])=[O:18])[C:7]3[C:12]([S:13][C:14]=2[CH:15]=1)=[CH:11][C:10]([Br:16])=[CH:9][CH:8]=3.C1(C)C=CC=CC=1.C1C=CC(P(C2C(C3C(P(C4C=CC=CC=4)C4C=CC=CC=4)=CC=C4C=3C=CC=C4)=C3C(C=CC=C3)=CC=2)C2C=CC=CC=2)=CC=1.C([O-])([O-])=O.[Cs+].[Cs+].[NH:84]1[CH2:89][CH2:88][O:87][CH2:86][CH2:85]1. (3) Given the product [C:27]1([C:18]2[CH:19]=[CH:20][CH:21]=[CH:22][CH:23]=2)[CH:28]=[CH:29][C:30]([C:6]([N:8]2[CH2:12][C:11](=[CH:13][Cl:14])[CH2:10][C@H:9]2[C:15]([NH:37][CH2:36][CH2:35][O:34][CH3:33])=[O:17])=[O:7])=[CH:31][CH:32]=1, predict the reactants needed to synthesize it. The reactants are: C(O[C:6]([N:8]1[CH2:12][C:11](=[CH:13][Cl:14])[CH2:10][C@H:9]1[C:15]([OH:17])=O)=[O:7])(C)(C)C.[C:18]1([C:27]2[CH:32]=[CH:31][CH:30]=[CH:29][CH:28]=2)[CH:23]=[CH:22][C:21](C(Cl)=O)=[CH:20][CH:19]=1.[CH3:33][O:34][CH2:35][CH2:36][NH2:37]. (4) Given the product [F:9][C:10]([F:19])([F:18])[C:11]([CH3:17])([CH3:16])[C:12](=[O:13])[CH2:1][C:2]#[N:3], predict the reactants needed to synthesize it. The reactants are: [CH3:1][C:2]#[N:3].[Li]CCCC.[F:9][C:10]([F:19])([F:18])[C:11]([CH3:17])([CH3:16])[C:12](OC)=[O:13]. (5) Given the product [NH2:17][C:16]1[O:28][C:25]2[CH:24]=[C:22]3[O:23][CH2:19][O:20][C:21]3=[CH:27][C:26]=2[CH:5]([C:4]2[CH:7]=[C:8]([O:12][CH3:13])[C:9]([O:10][CH3:11])=[C:2]([Br:1])[CH:3]=2)[C:15]=1[C:14]#[N:18], predict the reactants needed to synthesize it. The reactants are: [Br:1][C:2]1[CH:3]=[C:4]([CH:7]=[C:8]([O:12][CH3:13])[C:9]=1[O:10][CH3:11])[CH:5]=O.[C:14](#[N:18])[CH2:15][C:16]#[N:17].[CH2:19]1[O:23][C:22]2[CH:24]=[C:25]([OH:28])[CH:26]=[CH:27][C:21]=2[O:20]1.N1CCCCC1. (6) The reactants are: Cl[C:2]1[C:3]2[N:11]=[C:10]([F:12])[CH:9]=[CH:8][C:4]=2[N:5]=[CH:6][N:7]=1.[Br:13][C:14]1[CH:15]=[C:16]([CH:18]=[CH:19][CH:20]=1)[NH2:17].O. Given the product [Br:13][C:14]1[CH:15]=[C:16]([CH:18]=[CH:19][CH:20]=1)[NH:17][C:2]1[C:3]2[N:11]=[C:10]([F:12])[CH:9]=[CH:8][C:4]=2[N:5]=[CH:6][N:7]=1, predict the reactants needed to synthesize it.